Dataset: Peptide-MHC class I binding affinity with 185,985 pairs from IEDB/IMGT. Task: Regression. Given a peptide amino acid sequence and an MHC pseudo amino acid sequence, predict their binding affinity value. This is MHC class I binding data. The peptide sequence is WSIHAKHEW. The MHC is HLA-B57:01 with pseudo-sequence HLA-B57:01. The binding affinity (normalized) is 0.876.